Dataset: NCI-60 drug combinations with 297,098 pairs across 59 cell lines. Task: Regression. Given two drug SMILES strings and cell line genomic features, predict the synergy score measuring deviation from expected non-interaction effect. (1) Drug 1: C1CN1C2=NC(=NC(=N2)N3CC3)N4CC4. Drug 2: C(=O)(N)NO. Cell line: HOP-62. Synergy scores: CSS=26.5, Synergy_ZIP=2.10, Synergy_Bliss=-2.14, Synergy_Loewe=-40.0, Synergy_HSA=-7.98. (2) Drug 1: CCC1=C2CN3C(=CC4=C(C3=O)COC(=O)C4(CC)O)C2=NC5=C1C=C(C=C5)O. Drug 2: C1CN1C2=NC(=NC(=N2)N3CC3)N4CC4. Cell line: NCI/ADR-RES. Synergy scores: CSS=58.3, Synergy_ZIP=-0.0950, Synergy_Bliss=0.355, Synergy_Loewe=-5.29, Synergy_HSA=4.30. (3) Drug 1: CC12CCC3C(C1CCC2=O)CC(=C)C4=CC(=O)C=CC34C. Drug 2: CC1=C2C(C(=O)C3(C(CC4C(C3C(C(C2(C)C)(CC1OC(=O)C(C(C5=CC=CC=C5)NC(=O)C6=CC=CC=C6)O)O)OC(=O)C7=CC=CC=C7)(CO4)OC(=O)C)O)C)OC(=O)C. Cell line: UACC62. Synergy scores: CSS=44.1, Synergy_ZIP=-14.3, Synergy_Bliss=-7.43, Synergy_Loewe=-17.7, Synergy_HSA=-3.74. (4) Drug 1: CN1C(=O)N2C=NC(=C2N=N1)C(=O)N. Drug 2: CC(C)(C#N)C1=CC(=CC(=C1)CN2C=NC=N2)C(C)(C)C#N. Cell line: MDA-MB-231. Synergy scores: CSS=2.09, Synergy_ZIP=0.0428, Synergy_Bliss=2.22, Synergy_Loewe=-2.69, Synergy_HSA=-2.26.